From a dataset of Reaction yield outcomes from USPTO patents with 853,638 reactions. Predict the reaction yield, written as a fraction of the theoretical maximum amount of product (1.0 means a 100% yield; for example, 0.34 means a 34% yield). (1) The reactants are [C:1]([O:5][C:6]([N:8]1[C:16]2[CH:15]=[C:14](Cl)[N:13]=[CH:12][C:11]=2[C:10]([CH3:19])([CH3:18])[CH2:9]1)=[O:7])([CH3:4])([CH3:3])[CH3:2].[Cl-].[CH3:21][Zn+]. No catalyst specified. The product is [C:1]([O:5][C:6]([N:8]1[C:16]2[CH:15]=[C:14]([CH3:21])[N:13]=[CH:12][C:11]=2[C:10]([CH3:19])([CH3:18])[CH2:9]1)=[O:7])([CH3:4])([CH3:3])[CH3:2]. The yield is 0.550. (2) The reactants are [Cl:1][C:2]1[C:30]([F:31])=[CH:29][CH:28]=[CH:27][C:3]=1[CH2:4][NH:5][C:6](=[O:26])[N:7]([C@@H:9]([CH2:12][CH2:13][CH2:14][N:15]1[C:23](=[O:24])[C:22]2[C:17](=[CH:18][CH:19]=[CH:20][CH:21]=2)[C:16]1=[O:25])[CH2:10][OH:11])[CH3:8].[F:32][C:33]([F:44])([F:43])[C:34]1[CH:35]=[CH:36][C:37](C(O)=O)=[N:38][CH:39]=1.CC[N:47]([CH:51](C)C)C(C)C.C1C=CC(P(N=[N+]=[N-])(C2C=CC=CC=2)=[O:61])=CC=1. The catalyst is C1(C)C=CC=CC=1. The product is [F:44][C:33]([F:32])([F:43])[C:34]1[CH:35]=[CH:36][C:37]([NH:47][C:51](=[O:61])[O:11][CH2:10][C@@H:9]([N:7]([CH3:8])[C:6]([NH:5][CH2:4][C:3]2[CH:27]=[CH:28][CH:29]=[C:30]([F:31])[C:2]=2[Cl:1])=[O:26])[CH2:12][CH2:13][CH2:14][N:15]2[C:23](=[O:24])[C:22]3[C:17](=[CH:18][CH:19]=[CH:20][CH:21]=3)[C:16]2=[O:25])=[N:38][CH:39]=1. The yield is 0.800. (3) The reactants are [C:1]1([C:21]2[CH:26]=[CH:25][CH:24]=[CH:23][CH:22]=2)[CH:6]=[CH:5][C:4]([C:7]([N:9]2[CH2:13][C:12](=[N:14][O:15][CH3:16])[CH2:11][C@H:10]2[C:17](=[N:19][OH:20])[NH2:18])=[O:8])=[CH:3][CH:2]=1.[OH:27][C:28]1[CH:36]=[CH:35][C:31]([C:32](O)=O)=[CH:30][N:29]=1. No catalyst specified. The product is [CH3:16][O:15][N:14]=[C:12]1[CH2:11][C@@H:10]([C:17]2[N:18]=[C:32]([C:31]3[CH:30]=[N:29][C:28]([OH:27])=[CH:36][CH:35]=3)[O:20][N:19]=2)[N:9]([C:7]([C:4]2[CH:3]=[CH:2][C:1]([C:21]3[CH:26]=[CH:25][CH:24]=[CH:23][CH:22]=3)=[CH:6][CH:5]=2)=[O:8])[CH2:13]1. The yield is 0.500. (4) The reactants are Cl.CC(OC([N:9]1[CH2:14][CH2:13][CH:12]([C:15]2[N:16]=[CH:17][C:18]([C:21]([O:23][CH3:24])=[O:22])=[N:19][CH:20]=2)[CH2:11][CH2:10]1)=O)(C)C. The catalyst is CO. The product is [NH:9]1[CH2:14][CH2:13][CH:12]([C:15]2[N:16]=[CH:17][C:18]([C:21]([O:23][CH3:24])=[O:22])=[N:19][CH:20]=2)[CH2:11][CH2:10]1. The yield is 1.00. (5) The reactants are [CH3:1][N:2]1[C:6]([CH:7]([C:22]2[CH:27]=[CH:26][CH:25]=[CH:24][CH:23]=2)[O:8][CH2:9][CH2:10][N:11](C)[C:12](=O)OC2C=CC=CC=2)=[CH:5][CH:4]=[N:3]1.[OH-].[K+]. The catalyst is C(O)CO. The product is [CH3:1][N:2]1[C:6]([CH:7]([C:22]2[CH:27]=[CH:26][CH:25]=[CH:24][CH:23]=2)[O:8][CH2:9][CH2:10][NH:11][CH3:12])=[CH:5][CH:4]=[N:3]1. The yield is 0.712.